Dataset: Forward reaction prediction with 1.9M reactions from USPTO patents (1976-2016). Task: Predict the product of the given reaction. (1) The product is: [OH2:6].[ClH:13].[NH2:24][C:22]1[C:21]2[C:16](=[CH:17][C:18]([O:27][CH3:28])=[C:19]([O:25][CH3:26])[CH:20]=2)[N:15]=[C:14]([N:10]2[CH2:9][CH2:8][N:7]([C:5]([CH:1]3[CH2:2][CH2:3][CH2:4]3)=[O:6])[CH2:12][CH2:11]2)[N:23]=1. Given the reactants [CH:1]1([C:5]([N:7]2[CH2:12][CH2:11][NH:10][CH2:9][CH2:8]2)=[O:6])[CH2:4][CH2:3][CH2:2]1.[Cl:13][C:14]1[N:23]=[C:22]([NH2:24])[C:21]2[C:16](=[CH:17][C:18]([O:27][CH3:28])=[C:19]([O:25][CH3:26])[CH:20]=2)[N:15]=1, predict the reaction product. (2) Given the reactants [CH:1]1[C:6]([NH2:7])=[CH:5][CH:4]=[C:3]([S:8]([NH:11][C:12]2[S:16][CH:15]=[CH:14][N:13]=2)(=[O:10])=[O:9])[CH:2]=1.C[Al](C)C.[Si:21]([O:38][C@@H:39]1[CH2:43][CH2:42][O:41][C:40]1=[O:44])([C:34]([CH3:37])([CH3:36])[CH3:35])([C:28]1[CH:33]=[CH:32][CH:31]=[CH:30][CH:29]=1)[C:22]1[CH:27]=[CH:26][CH:25]=[CH:24][CH:23]=1, predict the reaction product. The product is: [Si:21]([O:38][C@H:39]([CH2:43][CH2:42][OH:41])[C:40]([NH:7][C:6]1[CH:1]=[CH:2][C:3]([S:8](=[O:10])(=[O:9])[NH:11][C:12]2[S:16][CH:15]=[CH:14][N:13]=2)=[CH:4][CH:5]=1)=[O:44])([C:34]([CH3:37])([CH3:36])[CH3:35])([C:28]1[CH:33]=[CH:32][CH:31]=[CH:30][CH:29]=1)[C:22]1[CH:23]=[CH:24][CH:25]=[CH:26][CH:27]=1. (3) Given the reactants [C:1]([C:3]1[CH:8]=[CH:7][C:6]([NH:9][C:10]([CH:12]2[NH:16][CH:15]([CH2:17][C:18]([CH3:21])([CH3:20])[CH3:19])[C:14]3([C:29]4[C:24](=[CH:25][C:26]([Cl:30])=[CH:27][CH:28]=4)[NH:23][C:22]3=[O:31])[CH:13]2[C:32]2[CH:37]=[CH:36][CH:35]=[C:34]([Cl:38])[C:33]=2[F:39])=[O:11])=[CH:5][CH:4]=1)#[N:2].[OH:40]O.[OH-].[Na+], predict the reaction product. The product is: [C:1]([C:3]1[CH:4]=[CH:5][C:6]([NH:9][C:10]([CH:12]2[NH:16][CH:15]([CH2:17][C:18]([CH3:21])([CH3:20])[CH3:19])[C:14]3([C:29]4[C:24](=[CH:25][C:26]([Cl:30])=[CH:27][CH:28]=4)[NH:23][C:22]3=[O:31])[CH:13]2[C:32]2[CH:37]=[CH:36][CH:35]=[C:34]([Cl:38])[C:33]=2[F:39])=[O:11])=[CH:7][CH:8]=1)(=[O:40])[NH2:2].